Task: Predict the product of the given reaction.. Dataset: Forward reaction prediction with 1.9M reactions from USPTO patents (1976-2016) (1) Given the reactants [CH2:1]([O:8][CH2:9][C:10]1[C@@H:11]([O:34][C:35](=[O:42])[C:36]2[CH:41]=[CH:40][CH:39]=[CH:38][CH:37]=2)[CH2:12][C@H:13]([C:15]2[N:23]3[C:18]([C:19]([NH:24][C@@H:25]4[C:33]5[C:28](=[CH:29][CH:30]=[CH:31][CH:32]=5)[CH2:27][CH2:26]4)=[N:20][CH:21]=[N:22]3)=[CH:17][CH:16]=2)[CH:14]=1)[C:2]1[CH:7]=[CH:6][CH:5]=[CH:4][CH:3]=1.C(OC[C@H]1C[C@@H](C2N3C(C(N[C@@H]4C5C(=CC=CC=5)CC4)=NC=N3)=CC=2)C[C@@H]1OC(=O)C1C=CC=CC=1)C1C=CC=CC=1, predict the reaction product. The product is: [CH2:1]([O:8][CH2:9][C@@H:10]1[CH2:14][C@@H:13]([C:15]2[N:23]3[C:18]([C:19]([NH:24][C@@H:25]4[C:33]5[C:28](=[CH:29][CH:30]=[CH:31][CH:32]=5)[CH2:27][CH2:26]4)=[N:20][CH:21]=[N:22]3)=[CH:17][CH:16]=2)[CH2:12][C@@H:11]1[O:34][C:35](=[O:42])[C:36]1[CH:37]=[CH:38][CH:39]=[CH:40][CH:41]=1)[C:2]1[CH:7]=[CH:6][CH:5]=[CH:4][CH:3]=1. (2) Given the reactants [NH2:1][CH:2]1[CH2:11][C:10]2[CH:9]=[C:8]([OH:12])[CH:7]=[CH:6][C:5]=2[CH2:4][CH2:3]1.Br.[C:14]([O:18][C:19](O[C:19]([O:18][C:14]([CH3:17])([CH3:16])[CH3:15])=[O:20])=[O:20])([CH3:17])([CH3:16])[CH3:15].O, predict the reaction product. The product is: [OH:12][C:8]1[CH:9]=[C:10]2[C:5]([CH2:4][CH2:3][CH:2]([NH:1][C:19](=[O:20])[O:18][C:14]([CH3:17])([CH3:16])[CH3:15])[CH2:11]2)=[CH:6][CH:7]=1. (3) Given the reactants F[P-](F)(F)(F)(F)F.N1(O[P+](N(C)C)(N(C)C)N(C)C)C2C=CC=CC=2N=N1.[K].[CH3:29][C:30]([O:33][C:34]([N:36]1[CH2:41][CH2:40][N:39]([C:42]2[C:43]([C:48]([O-])=O)=[N:44][CH:45]=[CH:46][CH:47]=2)[CH2:38][CH2:37]1)=[O:35])([CH3:32])[CH3:31].CN1CC[O:55][CH2:54]C1.[F:58][C:59]([F:73])([F:72])[C:60]1[CH:61]=[C:62]([NH:70][NH2:71])[CH:63]=[C:64]([C:66]([F:69])([F:68])[F:67])[CH:65]=1, predict the reaction product. The product is: [F:58][C:59]([F:72])([F:73])[C:60]1[CH:61]=[C:62]([NH:70][NH:71][C:54](=[O:55])[CH:42]([N:39]2[CH2:38][CH2:37][N:36]([C:34]([O:33][C:30]([CH3:29])([CH3:31])[CH3:32])=[O:35])[CH2:41][CH2:40]2)[C:43]2[CH:48]=[CH:47][CH:46]=[CH:45][N:44]=2)[CH:63]=[C:64]([C:66]([F:69])([F:67])[F:68])[CH:65]=1. (4) The product is: [Cl:1][C:2]1[CH:6]=[CH:5][S:4][C:3]=1[C:7]([NH:9][NH:10][C:17](=[O:18])[C:16]1[CH:20]=[CH:21][C:13]([C:12]([F:11])([F:22])[F:23])=[CH:14][CH:15]=1)=[O:8]. Given the reactants [Cl:1][C:2]1[CH:6]=[CH:5][S:4][C:3]=1[C:7]([NH:9][NH2:10])=[O:8].[F:11][C:12]([F:23])([F:22])[C:13]1[CH:21]=[CH:20][C:16]([C:17](Cl)=[O:18])=[CH:15][CH:14]=1, predict the reaction product.